From a dataset of Forward reaction prediction with 1.9M reactions from USPTO patents (1976-2016). Predict the product of the given reaction. (1) Given the reactants [O:1]1[CH2:6][CH2:5][N:4]([C:7]2[CH:8]=[C:9]([NH:13]C(=O)OC(C)(C)C)[CH:10]=[CH:11][CH:12]=2)[CH2:3][CH2:2]1.Cl, predict the reaction product. The product is: [O:1]1[CH2:2][CH2:3][N:4]([C:7]2[CH:8]=[C:9]([CH:10]=[CH:11][CH:12]=2)[NH2:13])[CH2:5][CH2:6]1. (2) The product is: [F:7][C:8]1[CH:13]=[CH:12][C:11]([S:14]([N:1]2[CH2:6][CH2:5][O:4][CH2:3][CH2:2]2)(=[O:16])=[O:15])=[CH:10][CH:9]=1. Given the reactants [NH:1]1[CH2:6][CH2:5][O:4][CH2:3][CH2:2]1.[F:7][C:8]1[CH:13]=[CH:12][C:11]([S:14](Cl)(=[O:16])=[O:15])=[CH:10][CH:9]=1, predict the reaction product.